This data is from Catalyst prediction with 721,799 reactions and 888 catalyst types from USPTO. The task is: Predict which catalyst facilitates the given reaction. (1) Reactant: [CH2:1]([O:3][C:4]([C:6]1[NH:7][C:8]2[C:13]([CH:14]=1)=[CH:12][C:11]([N+:15]([O-:17])=[O:16])=[CH:10][CH:9]=2)=[O:5])[CH3:2].[H-].[Na+].[CH3:20]I. Product: [CH2:1]([O:3][C:4]([C:6]1[NH:7][C:8]2[C:13]([C:14]=1[CH3:20])=[CH:12][C:11]([N+:15]([O-:17])=[O:16])=[CH:10][CH:9]=2)=[O:5])[CH3:2]. The catalyst class is: 3. (2) Reactant: [Br:1][C:2]1[CH:3]=[C:4]([CH:8]=[CH:9][CH:10]=1)[CH2:5][CH2:6][NH2:7].[F:11][C:12]([F:23])([F:22])[C:13]([O:15]C(=O)C(F)(F)F)=[O:14].O. Product: [Br:1][C:2]1[CH:3]=[C:4]([CH:8]=[CH:9][CH:10]=1)[CH2:5][CH2:6][NH:7][O:15][C:13](=[O:14])[C:12]([F:23])([F:22])[F:11]. The catalyst class is: 2. (3) Reactant: [N+](C1C=CC=CC=1S([N:13]([CH2:33][C:34]1[CH:39]=[CH:38][CH:37]=[CH:36][N:35]=1)[CH2:14][C:15]1[CH:20]=[CH:19][C:18]([CH2:21][NH:22][CH:23]2[C:32]3[N:31]=[CH:30][CH:29]=[CH:28][C:27]=3[CH2:26][CH2:25][CH2:24]2)=[CH:17][CH:16]=1)(=O)=O)([O-])=O.C(N(CC)CC)C.[C:47](Cl)(=[O:54])[C:48]1[CH:53]=[CH:52][CH:51]=[CH:50][CH:49]=1. Product: [N:35]1[CH:36]=[CH:37][CH:38]=[CH:39][C:34]=1[CH2:33][NH:13][CH2:14][C:15]1[CH:16]=[CH:17][C:18]([CH2:21][N:22]([CH:23]2[C:32]3[N:31]=[CH:30][CH:29]=[CH:28][C:27]=3[CH2:26][CH2:25][CH2:24]2)[C:47](=[O:54])[C:48]2[CH:53]=[CH:52][CH:51]=[CH:50][CH:49]=2)=[CH:19][CH:20]=1. The catalyst class is: 2.